Dataset: Forward reaction prediction with 1.9M reactions from USPTO patents (1976-2016). Task: Predict the product of the given reaction. (1) Given the reactants [Sn](Cl)(Cl)(Cl)Cl.[C:6](Cl)(=[O:8])[CH3:7].[S:10]1[C:14]([NH:15][S:16]([CH2:19][CH3:20])(=[O:18])=[O:17])=[CH:13][C:12]2[CH:21]=[CH:22][CH:23]=[CH:24][C:11]1=2.O, predict the reaction product. The product is: [C:6]([C:13]1[C:12]2[CH:21]=[CH:22][CH:23]=[CH:24][C:11]=2[S:10][C:14]=1[NH:15][S:16]([CH2:19][CH3:20])(=[O:18])=[O:17])(=[O:8])[CH3:7]. (2) Given the reactants [N:1]1[CH:6]=[CH:5][CH:4]=[C:3]([C@@H:7]2[CH2:11][CH2:10][C@H:9](O)[CH2:8]2)[CH:2]=1.[C:13]1(=[O:23])[NH:17][C:16](=[O:18])[C:15]2=[CH:19][CH:20]=[CH:21][CH:22]=[C:14]12.CC(OC(/N=N/C(OC(C)C)=O)=O)C.C1(P(C2C=CC=CC=2)C2C=CC=CC=2)C=CC=CC=1, predict the reaction product. The product is: [N:1]1[CH:6]=[CH:5][CH:4]=[C:3]([C@@H:7]2[CH2:11][CH2:10][C@@H:9]([N:17]3[C:16](=[O:18])[C:15]4=[CH:19][CH:20]=[CH:21][CH:22]=[C:14]4[C:13]3=[O:23])[CH2:8]2)[CH:2]=1. (3) Given the reactants C([O:5][C:6](=[O:39])[CH2:7][O:8][C:9]1[CH:14]=[CH:13][CH:12]=[C:11]([CH2:15][N:16]([S:30]([C:33]2[N:34]=[CH:35][N:36]([CH3:38])[CH:37]=2)(=[O:32])=[O:31])[CH2:17][C:18]2[CH:23]=[CH:22][C:21]([C:24]3[N:29]=[CH:28][CH:27]=[CH:26][N:25]=3)=[CH:20][CH:19]=2)[CH:10]=1)(C)(C)C.O.O1CCOCC1, predict the reaction product. The product is: [CH3:38][N:36]1[CH:37]=[C:33]([S:30]([N:16]([CH2:15][C:11]2[CH:10]=[C:9]([CH:14]=[CH:13][CH:12]=2)[O:8][CH2:7][C:6]([OH:39])=[O:5])[CH2:17][C:18]2[CH:19]=[CH:20][C:21]([C:24]3[N:25]=[CH:26][CH:27]=[CH:28][N:29]=3)=[CH:22][CH:23]=2)(=[O:31])=[O:32])[N:34]=[CH:35]1. (4) Given the reactants BrC1C(NC2C=C(OC(C)C)NN=2)=NC(N[C@H:9]([C:11]2[N:16]=[CH:15][C:14]([F:17])=[CH:13][N:12]=2)[CH3:10])=NC=1.C1C[O:31]CC1.C[Mg+].[Br-], predict the reaction product. The product is: [F:17][C:14]1[CH:13]=[N:12][C:11]([C:9](=[O:31])[CH3:10])=[N:16][CH:15]=1.